Dataset: Full USPTO retrosynthesis dataset with 1.9M reactions from patents (1976-2016). Task: Predict the reactants needed to synthesize the given product. Given the product [O:23]1[CH2:27][CH2:26][CH:25]([NH:28][C:3]([C:5]2[N:6]=[N:7][C:8]([O:11][CH2:12][C:13]3[C:14]([CH2:19][CH2:20][CH2:21][CH3:22])=[N:15][O:16][C:17]=3[CH3:18])=[CH:9][CH:10]=2)=[O:4])[CH2:24]1, predict the reactants needed to synthesize it. The reactants are: CO[C:3]([C:5]1[N:6]=[N:7][C:8]([O:11][CH2:12][C:13]2[C:14]([CH2:19][CH2:20][CH2:21][CH3:22])=[N:15][O:16][C:17]=2[CH3:18])=[CH:9][CH:10]=1)=[O:4].[O:23]1[CH2:27][CH2:26][CH:25]([NH2:28])[CH2:24]1.